This data is from Full USPTO retrosynthesis dataset with 1.9M reactions from patents (1976-2016). The task is: Predict the reactants needed to synthesize the given product. (1) Given the product [CH3:1][O:2][C:3](=[O:35])[C@H:4]([CH2:17][C:18]1[CH:19]=[CH:20][C:21]([NH:24][C:25]([C:27]2[C:28]([Cl:34])=[CH:29][CH:30]=[CH:31][C:32]=2[Cl:33])=[O:26])=[CH:22][CH:23]=1)[NH:5][C:6]([C:8]1([CH2:13][CH2:14][CH2:15][CH2:16][OH:41])[CH2:12][CH2:11][CH2:10][CH2:9]1)=[O:7], predict the reactants needed to synthesize it. The reactants are: [CH3:1][O:2][C:3](=[O:35])[C@H:4]([CH2:17][C:18]1[CH:23]=[CH:22][C:21]([NH:24][C:25]([C:27]2[C:32]([Cl:33])=[CH:31][CH:30]=[CH:29][C:28]=2[Cl:34])=[O:26])=[CH:20][CH:19]=1)[NH:5][C:6]([C:8]1([CH2:13][CH2:14][CH:15]=[CH2:16])[CH2:12][CH2:11][CH2:10][CH2:9]1)=[O:7].[BH4-].[Na+].O.C(OCC)(=[O:41])C. (2) Given the product [NH2:1][C:4]1[CH:5]=[C:6]2[C:11](=[CH:12][C:13]=1[C:14]([OH:16])=[O:15])[N:10]=[C:9]([C:17]([F:20])([F:18])[F:19])[CH:8]=[CH:7]2, predict the reactants needed to synthesize it. The reactants are: [N+:1]([C:4]1[CH:5]=[C:6]2[C:11](=[CH:12][C:13]=1[C:14]([OH:16])=[O:15])[N:10]=[C:9]([C:17]([F:20])([F:19])[F:18])[CH:8]=[CH:7]2)([O-])=O. (3) The reactants are: C(OC([NH:8][C@@H:9]([C:16]([N:18]([CH2:25][C:26]1[CH:31]=[CH:30][CH:29]=[CH:28][CH:27]=1)[CH2:19][C:20](OCC)=[O:21])=[O:17])[CH2:10][C:11]1[S:12][CH:13]=[CH:14][CH:15]=1)=O)(C)(C)C.C(O)(C(F)(F)F)=O. Given the product [CH2:25]([N:18]1[CH2:19][C:20](=[O:21])[NH:8][C@H:9]([CH2:10][C:11]2[S:12][CH:13]=[CH:14][CH:15]=2)[C:16]1=[O:17])[C:26]1[CH:31]=[CH:30][CH:29]=[CH:28][CH:27]=1, predict the reactants needed to synthesize it. (4) Given the product [CH3:53][N:56]1[CH2:57][CH2:58][N:44]([C:39]([C:40]2[CH:6]=[CH:1][CH:2]=[C:42]([NH:43][C:38]3[C:66]4[S:71][CH2:70][CH2:69][C:67]=4[N:68]=[C:63]([Cl:62])[N:37]=3)[CH:41]=2)=[O:80])[CH2:61][CH2:59]1, predict the reactants needed to synthesize it. The reactants are: [CH:1]1(NC2C3SCCC=3N=C(N3CCN(C4C=CC=CC=4)CC3)N=2)[CH2:6]CCC[CH2:2]1.CN(C(O[N:37]1N=[N:44][C:39]2[CH:40]=[CH:41][CH:42]=[N:43][C:38]1=2)=[N+](C)C)C.F[P-](F)(F)(F)(F)F.[CH:53]([N:56]([CH:59]([CH3:61])C)[CH2:57][CH3:58])(C)C.[Cl:62][C:63]1N=C(CCCN)[C:66]2[S:71](=O)(=O)[CH2:70][CH2:69][C:67]=2[N:68]=1.CS(C)=[O:80].